Task: Regression. Given a peptide amino acid sequence and an MHC pseudo amino acid sequence, predict their binding affinity value. This is MHC class I binding data.. Dataset: Peptide-MHC class I binding affinity with 185,985 pairs from IEDB/IMGT (1) The peptide sequence is IAIFNNRNL. The MHC is HLA-A02:01 with pseudo-sequence HLA-A02:01. The binding affinity (normalized) is 0.0242. (2) The peptide sequence is MLPLLLGLY. The MHC is HLA-A01:01 with pseudo-sequence HLA-A01:01. The binding affinity (normalized) is 0.724. (3) The MHC is HLA-B27:05 with pseudo-sequence HLA-B27:05. The binding affinity (normalized) is 0.00409. The peptide sequence is LAWKFDPTL. (4) The peptide sequence is IKYACKQIL. The MHC is HLA-B15:01 with pseudo-sequence HLA-B15:01. The binding affinity (normalized) is 0.183. (5) The peptide sequence is MAFILGIII. The MHC is HLA-A02:02 with pseudo-sequence HLA-A02:02. The binding affinity (normalized) is 0.153.